Dataset: Reaction yield outcomes from USPTO patents with 853,638 reactions. Task: Predict the reaction yield, written as a fraction of the theoretical maximum amount of product (1.0 means a 100% yield; for example, 0.34 means a 34% yield). (1) The reactants are [CH3:1][O:2][CH:3]([O:7][CH3:8])[CH:4]=[N:5][CH3:6].C(O)([C:11]([F:14])([F:13])[F:12])=O.C[Si](C)(C)C(F)(F)F.C([O-])(O)=O.[Na+]. The catalyst is CC#N.CN(C=O)C. The product is [F:12][C:11]([F:14])([F:13])[CH:4]([NH:5][CH3:6])[CH:3]([O:7][CH3:8])[O:2][CH3:1]. The yield is 0.440. (2) The reactants are C(OC(=O)[NH:7][C:8](=[NH:43])[C:9]1[S:10][C:11]([S:41][CH3:42])=[C:12]([S:14]([C:17]2[CH:18]=[C:19]([C:23]3[C:28]([CH3:29])=[CH:27][CH:26]=[CH:25][C:24]=3[NH:30][C:31]([NH:33][CH2:34][CH2:35][C:36]3[N:37]=[N:38][NH:39][N:40]=3)=[O:32])[CH:20]=[CH:21][CH:22]=2)(=[O:16])=[O:15])[CH:13]=1)(C)(C)C.[C:45]([OH:51])([C:47]([F:50])([F:49])[F:48])=[O:46].C(Cl)Cl. No catalyst specified. The product is [F:48][C:47]([F:50])([F:49])[C:45]([OH:51])=[O:46].[CH3:42][S:41][C:11]1[S:10][C:9]([C:8]([NH2:43])=[NH:7])=[CH:13][C:12]=1[S:14]([C:17]1[CH:18]=[C:19]([C:23]2[C:28]([CH3:29])=[CH:27][CH:26]=[CH:25][C:24]=2[NH:30][C:31]([NH:33][CH2:34][CH2:35][C:36]2[N:40]=[N:39][NH:38][N:37]=2)=[O:32])[CH:20]=[CH:21][CH:22]=1)(=[O:16])=[O:15]. The yield is 0.460. (3) The reactants are [N+:1]([C:4]1[CH:5]=[C:6]([NH2:13])[C:7](=[CH:11][CH:12]=1)[C:8]([OH:10])=O)([O-:3])=[O:2].O=S(Cl)Cl.[Cl:18][C:19]1[CH:25]=[CH:24][CH:23]=[CH:22][C:20]=1[NH2:21].C(Cl)(Cl)Cl. The catalyst is C1C=CC=CC=1. The product is [NH2:13][C:6]1[CH:5]=[C:4]([N+:1]([O-:3])=[O:2])[CH:12]=[CH:11][C:7]=1[C:8]([NH:21][C:20]1[CH:22]=[CH:23][CH:24]=[CH:25][C:19]=1[Cl:18])=[O:10]. The yield is 0.310. (4) The reactants are [Cl-].O[NH3+:3].[C:4](=[O:7])([O-])[OH:5].[Na+].CS(C)=O.[O:13]=[C:14]1[C:19]([CH2:20][C:21]2[CH:26]=[CH:25][C:24]([C:27]3[C:28]([C:33]#[N:34])=[CH:29][CH:30]=[CH:31][CH:32]=3)=[CH:23][CH:22]=2)=[C:18]([CH2:35][CH2:36][CH3:37])[N:17]2[N:38]=[CH:39][N:40]=[C:16]2[N:15]1[C:41]1[CH:45]=[CH:44][S:43][CH:42]=1. The catalyst is C(OCC)(=O)C. The product is [O:7]=[C:4]1[O:5][N:3]=[C:33]([C:28]2[CH:29]=[CH:30][CH:31]=[CH:32][C:27]=2[C:24]2[CH:25]=[CH:26][C:21]([CH2:20][C:19]3[C:14](=[O:13])[N:15]([C:41]4[CH:45]=[CH:44][S:43][CH:42]=4)[C:16]4[N:17]([N:38]=[CH:39][N:40]=4)[C:18]=3[CH2:35][CH2:36][CH3:37])=[CH:22][CH:23]=2)[NH:34]1. The yield is 0.330. (5) The reactants are C(OC([NH:8][C@H:9]1[CH2:14][C@@H:13]([CH3:15])[CH2:12][N:11]([C:16]2[CH:21]=[CH:20][N:19]=[CH:18][C:17]=2[NH:22][C:23]([C:25]2[C:29]3=[N:30][CH:31]=[C:32]([C:34]4[CH:35]=[N:36][CH:37]=[N:38][CH:39]=4)[CH:33]=[C:28]3[O:27][C:26]=2[NH:40]C(=O)OC(C)(C)C)=[O:24])[CH2:10]1)=O)(C)(C)C.Cl.O1CCOCC1. The catalyst is CO. The yield is 0.540. The product is [NH2:40][C:26]1[O:27][C:28]2[C:29](=[N:30][CH:31]=[C:32]([C:34]3[CH:39]=[N:38][CH:37]=[N:36][CH:35]=3)[CH:33]=2)[C:25]=1[C:23]([NH:22][C:17]1[CH:18]=[N:19][CH:20]=[CH:21][C:16]=1[N:11]1[CH2:12][C@H:13]([CH3:15])[CH2:14][C@H:9]([NH2:8])[CH2:10]1)=[O:24]. (6) The reactants are [C:1](=O)([O-])[O-].[Cs+].[Cs+].[C:7]([O:11][C:12]([N:14]1[CH2:19][CH2:18][C:17]2[NH:20][C:21]([C:24]3[CH:29]=[CH:28][N:27]=[C:26]([NH2:30])[N:25]=3)=[C:22]([I:23])[C:16]=2[C:15]1=[O:31])=[O:13])([CH3:10])([CH3:9])[CH3:8].CI.O. The catalyst is CN(C=O)C.C(Cl)Cl. The product is [C:7]([O:11][C:12]([N:14]1[CH2:19][CH2:18][C:17]2[N:20]([CH3:1])[C:21]([C:24]3[CH:29]=[CH:28][N:27]=[C:26]([NH2:30])[N:25]=3)=[C:22]([I:23])[C:16]=2[C:15]1=[O:31])=[O:13])([CH3:10])([CH3:8])[CH3:9]. The yield is 0.600. (7) The reactants are I([O-])(=O)(=O)=[O:2].[Na+].[OH:7][CH2:8][C@@H:9]1[CH2:11][C@H:10]1[CH2:12][C:13]([O:15][CH2:16][C:17]1[CH:22]=[CH:21][CH:20]=[CH:19][CH:18]=1)=[O:14]. The catalyst is CC(C)=O.O.O.[Ru](=O)=O. The product is [CH2:16]([O:15][C:13](=[O:14])[CH2:12][C@@H:10]1[CH2:11][C@H:9]1[C:8]([OH:2])=[O:7])[C:17]1[CH:18]=[CH:19][CH:20]=[CH:21][CH:22]=1. The yield is 0.980.